From a dataset of Reaction yield outcomes from USPTO patents with 853,638 reactions. Predict the reaction yield, written as a fraction of the theoretical maximum amount of product (1.0 means a 100% yield; for example, 0.34 means a 34% yield). (1) The reactants are [Cl:1][C:2]1[CH:7]=[CH:6][C:5]([C:8]2([F:26])[S:12][C:11]([C:13]3[CH:23]=[CH:22][C:16]([O:17][CH2:18][C:19](O)=[O:20])=[CH:15][CH:14]=3)=[N:10][C:9]2([F:25])[F:24])=[CH:4][CH:3]=1.C1[CH:28]=[CH:29][C:30]2N(O)N=[N:33][C:31]=2C=1.CCN=C=NCCCN(C)C.Cl.C(N)CCC. The catalyst is CN(C=O)C.ClCCl. The product is [CH2:31]([NH:33][C:19](=[O:20])[CH2:18][O:17][C:16]1[CH:22]=[CH:23][C:13]([C:11]2[S:12][C:8]([C:5]3[CH:4]=[CH:3][C:2]([Cl:1])=[CH:7][CH:6]=3)([F:26])[C:9]([F:24])([F:25])[N:10]=2)=[CH:14][CH:15]=1)[CH2:30][CH2:29][CH3:28]. The yield is 0.350. (2) The reactants are [NH2:1][C:2]1[C:7]([N:8]([CH3:17])[C:9](=O)[C:10]2[CH:15]=[CH:14][CH:13]=[CH:12][CH:11]=2)=[C:6]([Cl:18])[N:5]=[CH:4][N:3]=1.P(Cl)(Cl)(Cl)=O. No catalyst specified. The product is [Cl:18][C:6]1[N:5]=[CH:4][N:3]=[C:2]2[C:7]=1[N:8]([CH3:17])[C:9]([C:10]1[CH:15]=[CH:14][CH:13]=[CH:12][CH:11]=1)=[N:1]2. The yield is 0.844. (3) The reactants are [Cl:1][CH2:2][CH2:3][CH2:4][S:5]([O:8][CH2:9][C:10]([CH3:27])([CH3:26])[C@@H:11]([O:18][Si:19]([CH3:25])([CH3:24])[C:20]([CH3:23])([CH3:22])[CH3:21])/[CH:12]=C/C(OC)=O)(=[O:7])=[O:6].O=O.[O:30]=[O+][O-].CSC. The catalyst is ClCCl. The product is [Cl:1][CH2:2][CH2:3][CH2:4][S:5]([O:8][CH2:9][C:10]([CH3:26])([CH3:27])[C@@H:11]([O:18][Si:19]([CH3:25])([CH3:24])[C:20]([CH3:22])([CH3:21])[CH3:23])[CH:12]=[O:30])(=[O:6])=[O:7]. The yield is 0.520. (4) The reactants are [CH3:1][S:2](Cl)(=[O:4])=[O:3].[F:6][C:7]1[CH:8]=[C:9]([C@H:14]2[CH2:19][C@@H:18]([CH2:20][OH:21])[CH2:17][CH2:16][N:15]2[C:22]([O:24][CH2:25][C:26]2[CH:31]=[CH:30][CH:29]=[CH:28][CH:27]=2)=[O:23])[CH:10]=[CH:11][C:12]=1[F:13].C(N(CC)CC)C.N12CCN(CC1)CC2. The catalyst is C1(C)C=CC=CC=1. The product is [F:6][C:7]1[CH:8]=[C:9]([C@H:14]2[CH2:19][C@@H:18]([CH2:20][O:21][S:2]([CH3:1])(=[O:4])=[O:3])[CH2:17][CH2:16][N:15]2[C:22]([O:24][CH2:25][C:26]2[CH:27]=[CH:28][CH:29]=[CH:30][CH:31]=2)=[O:23])[CH:10]=[CH:11][C:12]=1[F:13]. The yield is 0.960. (5) The reactants are [K].CC(C)([O-])C.[Cl:7][C:8]1[CH:9]=[C:10]([OH:15])[C:11](=[CH:13][CH:14]=1)[OH:12].ClC1C=C[C:20]([CH2:23][C:24]([O-])=[O:25])=[C:20]([CH2:23][C:24]([O-])=[O:25])C=1.C(OS(C1C=CC=C([N+]([O-])=O)C=1)(=O)=O)[C@@H]1OC1. The catalyst is C1COCC1.CN(C=O)C.CC(OC)(C)C. The product is [Cl:7][C:8]1[CH:14]=[CH:13][C:11]2[O:12][C@@H:23]([CH2:24][OH:25])[CH2:20][O:15][C:10]=2[CH:9]=1. The yield is 0.620. (6) The reactants are [C:1]([C:3]1([C:7]2[CH:8]=[C:9]([CH:13]=[CH:14][CH:15]=2)[C:10]([OH:12])=O)[CH2:6][CH2:5][CH2:4]1)#[N:2].C(Cl)(=O)C(Cl)=O.O1CCCC1.[NH2:27][C:28]1[CH:29]=[C:30]([CH:47]=[CH:48][CH:49]=1)[O:31][C:32]1[CH:33]=[CH:34][C:35]2[N:36]([CH:38]=[C:39]([NH:41][C:42]([CH:44]3[CH2:46][CH2:45]3)=[O:43])[N:40]=2)[N:37]=1. The catalyst is CN(C)C=O.CN1CCCC1=O. The product is [C:1]([C:3]1([C:7]2[CH:8]=[C:9]([CH:13]=[CH:14][CH:15]=2)[C:10]([NH:27][C:28]2[CH:49]=[CH:48][CH:47]=[C:30]([O:31][C:32]3[CH:33]=[CH:34][C:35]4[N:36]([CH:38]=[C:39]([NH:41][C:42]([CH:44]5[CH2:45][CH2:46]5)=[O:43])[N:40]=4)[N:37]=3)[CH:29]=2)=[O:12])[CH2:4][CH2:5][CH2:6]1)#[N:2]. The yield is 0.600.